Dataset: Forward reaction prediction with 1.9M reactions from USPTO patents (1976-2016). Task: Predict the product of the given reaction. (1) Given the reactants [CH3:1][C:2]1[NH:6][N:5]=[C:4]([O:7][C@@H:8]2[O:25][C@H:24]([CH2:26][O:27]C(=O)C)[C@@H:19]([O:20]C(=O)C)[C@H:14]([O:15]C(=O)C)[C@H:9]2[O:10]C(=O)C)[C:3]=1[CH2:31][C:32]1[CH:37]=[CH:36][C:35]([CH:38]=[C:39]2[CH2:41][CH2:40]2)=[CH:34][CH:33]=1.C[O-].[Na+], predict the reaction product. The product is: [C@@H:8]1([O:7][C:4]2[C:3]([CH2:31][C:32]3[CH:33]=[CH:34][C:35]([CH:38]=[C:39]4[CH2:41][CH2:40]4)=[CH:36][CH:37]=3)=[C:2]([CH3:1])[NH:6][N:5]=2)[O:25][C@H:24]([CH2:26][OH:27])[C@@H:19]([OH:20])[C@H:14]([OH:15])[C@H:9]1[OH:10]. (2) Given the reactants [CH3:1][C:2]1([CH3:14])[C:6]([CH3:8])([CH3:7])[O:5][B:4]([C:9]2[CH:10]=[N:11][NH:12][CH:13]=2)[O:3]1.Br[CH2:16][C:17]([NH2:19])=[O:18].C(=O)([O-])[O-].[K+].[K+], predict the reaction product. The product is: [CH3:1][C:2]1([CH3:14])[C:6]([CH3:7])([CH3:8])[O:5][B:4]([C:9]2[CH:13]=[N:12][N:11]([CH2:16][C:17]([NH2:19])=[O:18])[CH:10]=2)[O:3]1. (3) Given the reactants [Br:1][C:2]1[CH:10]=[C:9]2[C:5]([CH2:6][CH2:7][C:8]2=[O:11])=[CH:4][CH:3]=1.Br[CH2:13][CH2:14][C:15]1[CH:20]=[CH:19][CH:18]=[CH:17][C:16]=1[CH2:21]Br.[H-].[Na+], predict the reaction product. The product is: [Br:1][C:2]1[CH:10]=[C:9]2[C:5]([CH2:6][C:7]3([C:8]2=[O:11])[CH2:13][CH2:14][C:15]2[C:16](=[CH:17][CH:18]=[CH:19][CH:20]=2)[CH2:21]3)=[CH:4][CH:3]=1. (4) Given the reactants [C:1](Cl)([C:14]1[CH:19]=[CH:18][CH:17]=[CH:16][CH:15]=1)([C:8]1[CH:13]=[CH:12][CH:11]=[CH:10][CH:9]=1)[C:2]1[CH:7]=[CH:6][CH:5]=[CH:4][CH:3]=1.[NH:21]1[CH:25]=[C:24]([CH:26]=[O:27])[N:23]=[CH:22]1.C(N(CC)CC)C.O, predict the reaction product. The product is: [C:1]([N:21]1[CH:25]=[C:24]([CH:26]=[O:27])[N:23]=[CH:22]1)([C:14]1[CH:19]=[CH:18][CH:17]=[CH:16][CH:15]=1)([C:8]1[CH:13]=[CH:12][CH:11]=[CH:10][CH:9]=1)[C:2]1[CH:7]=[CH:6][CH:5]=[CH:4][CH:3]=1. (5) Given the reactants [CH2:1]([O:3][C:4](=[O:18])[CH:5]([C:9]1[C:14]([F:15])=[CH:13][C:12]([OH:16])=[CH:11][C:10]=1[F:17])[O:6][CH2:7][CH3:8])[CH3:2].[O:19](S(C(F)(F)F)(=O)=O)[S:20]([C:23]([F:26])([F:25])[F:24])(=O)=[O:21].Cl, predict the reaction product. The product is: [CH2:1]([O:3][C:4](=[O:18])[CH:5]([C:9]1[C:14]([F:15])=[CH:13][C:12]([O:16][S:20]([C:23]([F:26])([F:25])[F:24])(=[O:21])=[O:19])=[CH:11][C:10]=1[F:17])[O:6][CH2:7][CH3:8])[CH3:2]. (6) Given the reactants C(Cl)(=O)C(Cl)=O.[OH:7][CH:8]1[CH2:13][CH2:12][CH2:11][N:10]([C:14]([O:16][C:17]([CH3:20])([CH3:19])[CH3:18])=[O:15])[CH2:9]1.CN(C)C.[Cl-].[NH4+], predict the reaction product. The product is: [O:7]=[C:8]1[CH2:13][CH2:12][CH2:11][N:10]([C:14]([O:16][C:17]([CH3:20])([CH3:19])[CH3:18])=[O:15])[CH2:9]1. (7) Given the reactants [Cl:1][S:2]([OH:5])(=O)=[O:3].[CH3:6][O:7][C:8]1[CH:16]=[CH:15][C:11]([C:12]([NH2:14])=[O:13])=[CH:10][CH:9]=1, predict the reaction product. The product is: [C:12]([C:11]1[CH:10]=[CH:9][C:8]([O:7][CH3:6])=[C:16]([S:2]([Cl:1])(=[O:5])=[O:3])[CH:15]=1)(=[O:13])[NH2:14].